Task: Predict the reactants needed to synthesize the given product.. Dataset: Retrosynthesis with 50K atom-mapped reactions and 10 reaction types from USPTO Given the product Cc1ccc(C(=O)O)cc1-n1c(C)cc(O)c(Br)c1=O, predict the reactants needed to synthesize it. The reactants are: COC(=O)c1ccc(C)c(-n2c(C)cc(O)c(Br)c2=O)c1.